From a dataset of Forward reaction prediction with 1.9M reactions from USPTO patents (1976-2016). Predict the product of the given reaction. Given the reactants C(O[BH-](OC(=O)C)OC(=O)C)(=O)C.[Na+].[NH:15]1[C:23]2[C:18](=[CH:19][C:20]([C:24]3[CH:25]=[C:26]([CH:29]=[CH:30][CH:31]=3)[CH:27]=O)=[CH:21][CH:22]=2)[CH:17]=[CH:16]1.[CH2:32]([NH:39][CH2:40][CH2:41][N:42]([CH3:44])[CH3:43])[C:33]1[CH:38]=[CH:37][CH:36]=[CH:35][CH:34]=1.C(O)(=O)C.C(=O)(O)[O-].[Na+], predict the reaction product. The product is: [CH2:32]([N:39]([CH2:27][C:26]1[CH:29]=[CH:30][CH:31]=[C:24]([C:20]2[CH:19]=[C:18]3[C:23](=[CH:22][CH:21]=2)[NH:15][CH:16]=[CH:17]3)[CH:25]=1)[CH2:40][CH2:41][N:42]([CH3:44])[CH3:43])[C:33]1[CH:38]=[CH:37][CH:36]=[CH:35][CH:34]=1.